Dataset: Catalyst prediction with 721,799 reactions and 888 catalyst types from USPTO. Task: Predict which catalyst facilitates the given reaction. Reactant: [CH2:1]([O:3][C:4](=[O:9])[CH2:5][C:6]([CH3:8])=O)[CH3:2].[CH2:10]([O:12][C:13]1[CH:20]=[CH:19][CH:18]=[C:17]([CH2:21][CH2:22][CH2:23][CH2:24][CH2:25][CH2:26][CH2:27][CH2:28][CH2:29][CH2:30][CH2:31][CH2:32][CH2:33][CH2:34][CH3:35])[C:14]=1[CH:15]=O)[CH3:11].[NH2:36][C:37]([NH2:39])=[O:38].Cl. Product: [CH2:1]([O:3][C:4]([C:5]1[CH:15]([C:14]2[C:17]([CH2:21][CH2:22][CH2:23][CH2:24][CH2:25][CH2:26][CH2:27][CH2:28][CH2:29][CH2:30][CH2:31][CH2:32][CH2:33][CH2:34][CH3:35])=[CH:18][CH:19]=[CH:20][C:13]=2[O:12][CH2:10][CH3:11])[NH:36][C:37](=[O:38])[NH:39][C:6]=1[CH3:8])=[O:9])[CH3:2]. The catalyst class is: 7.